The task is: Regression. Given a peptide amino acid sequence and an MHC pseudo amino acid sequence, predict their binding affinity value. This is MHC class II binding data.. This data is from Peptide-MHC class II binding affinity with 134,281 pairs from IEDB. (1) The peptide sequence is SADFPQFKPEEITGI. The MHC is HLA-DPA10201-DPB10101 with pseudo-sequence HLA-DPA10201-DPB10101. The binding affinity (normalized) is 0.365. (2) The MHC is DRB5_0101 with pseudo-sequence DRB5_0101. The binding affinity (normalized) is 0.194. The peptide sequence is WDFGSVGGVFTSVGKAVH. (3) The peptide sequence is EKKYFAATQFEPIAA. The MHC is HLA-DPA10103-DPB10601 with pseudo-sequence HLA-DPA10103-DPB10601. The binding affinity (normalized) is 0.828. (4) The peptide sequence is LIEKINAGFKAALAA. The MHC is DRB1_0701 with pseudo-sequence DRB1_0701. The binding affinity (normalized) is 0.387. (5) The peptide sequence is HDKFLANVSTVLTGK. The MHC is DRB1_0405 with pseudo-sequence DRB1_0405. The binding affinity (normalized) is 0.569. (6) The peptide sequence is RNVFDEVIPTAFSIG. The MHC is DRB1_0101 with pseudo-sequence DRB1_0101. The binding affinity (normalized) is 0.536. (7) The peptide sequence is EDKREMWMACIKELH. The MHC is DRB3_0101 with pseudo-sequence DRB3_0101. The binding affinity (normalized) is 0.529. (8) The peptide sequence is VALFAVFLGSAHGIP. The MHC is DRB3_0101 with pseudo-sequence DRB3_0101. The binding affinity (normalized) is 0.191. (9) The peptide sequence is GAIWRIDPKKPLKGP. The MHC is HLA-DPA10103-DPB10401 with pseudo-sequence HLA-DPA10103-DPB10401. The binding affinity (normalized) is 0. (10) The peptide sequence is PSHIMSVLDMGQGIL. The MHC is H-2-IAb with pseudo-sequence H-2-IAb. The binding affinity (normalized) is 0.107.